Task: Predict the reactants needed to synthesize the given product.. Dataset: Full USPTO retrosynthesis dataset with 1.9M reactions from patents (1976-2016) (1) Given the product [ClH:32].[ClH:1].[S:29]1[C:25]2[CH:24]=[C:23]([O:22][C:19]3[CH:20]=[CH:21][C:16]([NH:15][C:13]4[C:14]5[N:6]([CH2:5][CH2:4][NH:3][C:46]([CH:43]6[CH2:44][CH2:45][NH:40][CH2:41][CH2:42]6)=[O:47])[CH:7]=[CH:8][C:9]=5[N:10]=[CH:11][N:12]=4)=[CH:17][C:18]=3[Cl:32])[CH:31]=[CH:30][C:26]=2[CH:27]=[CH:28]1, predict the reactants needed to synthesize it. The reactants are: [ClH:1].Cl.[NH2:3][CH2:4][CH2:5][N:6]1[C:14]2[C:13]([NH:15][C:16]3[CH:21]=[CH:20][C:19]([O:22][C:23]4[CH:31]=[CH:30][C:26]5[CH:27]=[CH:28][S:29][C:25]=5[CH:24]=4)=[C:18]([Cl:32])[CH:17]=3)=[N:12][CH:11]=[N:10][C:9]=2[CH:8]=[CH:7]1.C(OC([N:40]1[CH2:45][CH2:44][CH:43]([C:46](O)=[O:47])[CH2:42][CH2:41]1)=O)(C)(C)C.Cl.C(N=C=NCCCN(C)C)C.ON1C2C=CC=CC=2N=N1. (2) Given the product [OH:25][CH2:24][CH2:23][CH2:22][CH2:21][C:19]1[CH:20]=[C:15]([C:12]2[CH:13]=[CH:14][C:9]([OH:8])=[CH:10][CH:11]=2)[CH:16]=[C:17]([CH2:26][CH2:27][CH2:28][CH2:29][OH:30])[CH:18]=1, predict the reactants needed to synthesize it. The reactants are: C([O:8][C:9]1[CH:14]=[CH:13][C:12]([C:15]2[CH:20]=[C:19]([C:21]#[C:22][CH2:23][CH2:24][OH:25])[CH:18]=[C:17]([C:26]#[C:27][CH2:28][CH2:29][OH:30])[CH:16]=2)=[CH:11][CH:10]=1)C1C=CC=CC=1. (3) Given the product [CH3:24][C:19]1[C:18]([CH3:25])=[C:17]([O:13][CH2:12][CH:3]2[CH2:4][O:5][C:6]3([CH2:7][CH2:8][O:9][CH2:10][CH2:11]3)[O:1][CH2:2]2)[CH:22]=[CH:21][N+:20]=1[O-:23], predict the reactants needed to synthesize it. The reactants are: [O:1]1[C:6]2([CH2:11][CH2:10][O:9][CH2:8][CH2:7]2)[O:5][CH2:4][CH:3]([CH2:12][OH:13])[CH2:2]1.[H-].[Na+].Cl[C:17]1[CH:22]=[CH:21][N+:20]([O-:23])=[C:19]([CH3:24])[C:18]=1[CH3:25]. (4) Given the product [CH3:1][O:2][C:3]1[N:8]=[CH:7][C:6]([NH:9][C:10]2[C:17]([C:18]3[N:26]=[C:25]([CH3:27])[N:24]=[C:23]4[C:19]=3[N:20]=[CH:21][NH:22]4)=[CH:16][C:13]([CH2:14][NH:34][C:35]3[CH:36]=[N:37][CH:38]=[CH:39][CH:40]=3)=[CH:12][N:11]=2)=[CH:5][CH:4]=1, predict the reactants needed to synthesize it. The reactants are: [CH3:1][O:2][C:3]1[N:8]=[CH:7][C:6]([NH:9][C:10]2[C:17]([C:18]3[N:26]=[C:25]([CH3:27])[N:24]=[C:23]4[C:19]=3[N:20]=[CH:21][N:22]4C3CCCCO3)=[CH:16][C:13]([CH:14]=O)=[CH:12][N:11]=2)=[CH:5][CH:4]=1.[NH2:34][C:35]1[CH:36]=[N:37][CH:38]=[CH:39][CH:40]=1.[BH4-].[Na+].Cl. (5) Given the product [F:22][C:23]([F:28])([F:27])[C:24]([OH:26])=[O:25].[Br:18][C:17]1[N:16]([CH3:19])[N:15]=[CH:14][C:13]=1[C:11]1[N:10]=[C:9]([CH3:20])[N:8]([NH2:7])[CH:12]=1, predict the reactants needed to synthesize it. The reactants are: C(OC(=O)[NH:7][N:8]1[CH:12]=[C:11]([C:13]2[CH:14]=[N:15][N:16]([CH3:19])[C:17]=2[Br:18])[N:10]=[C:9]1[CH3:20])(C)(C)C.[F:22][C:23]([F:28])([F:27])[C:24]([OH:26])=[O:25]. (6) Given the product [F:1][C:2]1[CH:9]=[CH:8][C:7]([F:10])=[CH:6][C:3]=1/[CH:4]=[C:16](/[C:15]1[CH:19]=[CH:20][C:21]([O:22][CH3:23])=[C:13]([O:12][CH3:11])[CH:14]=1)\[C:17]#[N:18], predict the reactants needed to synthesize it. The reactants are: [F:1][C:2]1[CH:9]=[CH:8][C:7]([F:10])=[CH:6][C:3]=1[CH:4]=O.[CH3:11][O:12][C:13]1[CH:14]=[C:15]([CH:19]=[CH:20][C:21]=1[O:22][CH3:23])[CH2:16][C:17]#[N:18]. (7) Given the product [NH2:1][C:2]1[C:7]([C:8]2[CH:16]=[C:15]([F:17])[C:11]([C:12]([NH:33][CH2:26][C:27]3[CH:32]=[CH:31][CH:30]=[CH:29][CH:28]=3)=[O:13])=[C:10]([C:18]#[N:19])[CH:9]=2)=[CH:6][C:5]([CH:20]2[CH2:25][CH2:24][O:23][CH2:22][CH2:21]2)=[CH:4][N:3]=1, predict the reactants needed to synthesize it. The reactants are: [NH2:1][C:2]1[C:7]([C:8]2[CH:16]=[C:15]([F:17])[C:11]([C:12](O)=[O:13])=[C:10]([C:18]#[N:19])[CH:9]=2)=[CH:6][C:5]([CH:20]2[CH2:25][CH2:24][O:23][CH2:22][CH2:21]2)=[CH:4][N:3]=1.[CH2:26]([NH2:33])[C:27]1[CH:32]=[CH:31][CH:30]=[CH:29][CH:28]=1.C(N(CC)CC)C.C(P1(=O)OP(CCC)(=O)OP(CCC)(=O)O1)CC.C([O-])(O)=O.[Na+]. (8) Given the product [CH3:18][C:9]1[S:10][C:11]2[N:12]=[CH:13][N:14]=[C:15]([NH2:17])[C:16]=2[C:8]=1[C:5]1[CH:4]=[CH:3][C:2]([NH:1][CH3:19])=[CH:7][CH:6]=1, predict the reactants needed to synthesize it. The reactants are: [NH2:1][C:2]1[CH:7]=[CH:6][C:5]([C:8]2[C:16]3[C:15]([NH2:17])=[N:14][CH:13]=[N:12][C:11]=3[S:10][C:9]=2[CH3:18])=[CH:4][CH:3]=1.[C:19](OC=O)(=O)C.COCCO[AlH2-]OCCOC.[Na+].C1(C)C=CC=CC=1. (9) Given the product [N+:3]([O-:6])([O-:5])=[O:4].[Ru+3:7].[N+:3]([O-:6])([O-:5])=[O:4].[N+:3]([O-:6])([O-:5])=[O:4].[N+:3]([O-:6])([OH:5])=[O:4].[C:33]([O-:38])(=[O:37])[C:34]([O-:36])=[O:35].[La+3:24].[C:40]([O-:45])(=[O:44])[C:41]([O-:43])=[O:42].[C:46]([O-:51])(=[O:50])[C:47]([O-:49])=[O:48].[La+3:24], predict the reactants needed to synthesize it. The reactants are: [H][H].[N+:3]([O-:6])([O-:5])=[O:4].[Ru+3:7].[N+]([O-])([O-])=O.[N+]([O-])([O-])=O.[N+]([O-])(O)=O.C([O-])(=O)C.[La+3:24].C([O-])(=O)C.C([O-])(=O)C.[C:33]([O-:38])(=[O:37])[C:34]([O-:36])=[O:35].[La+3].[C:40]([O-:45])(=[O:44])[C:41]([O-:43])=[O:42].[C:46]([O-:51])(=[O:50])[C:47]([O-:49])=[O:48].[La+3]. (10) Given the product [Cl:1][C:2]1[N:7]=[C:6]([C:8]([NH:10][C:11]2[CH:15]=[CH:14][N:13]([CH3:16])[N:12]=2)=[O:9])[C:5]([SH:17])=[CH:4][CH:3]=1, predict the reactants needed to synthesize it. The reactants are: [Cl:1][C:2]1[N:7]=[C:6]([C:8]([NH:10][C:11]2[CH:15]=[CH:14][N:13]([CH3:16])[N:12]=2)=[O:9])[C:5]([S:17]CC2C=CC(OC)=CC=2)=[CH:4][CH:3]=1.